This data is from Forward reaction prediction with 1.9M reactions from USPTO patents (1976-2016). The task is: Predict the product of the given reaction. (1) The product is: [C:19]1(/[CH:18]=[CH:17]/[C:16]2[CH:11]=[CH:12][CH:13]=[CH:14][CH:15]=2)[CH:20]=[CH:21][CH:22]=[CH:23][CH:24]=1. Given the reactants C=CC1C=CC=CC=1.CC[CH2:11][CH2:12][CH2:13][CH2:14][CH2:15][CH2:16][CH2:17][CH2:18][CH2:19][CH2:20][CH2:21][CH2:22][CH2:23][CH3:24], predict the reaction product. (2) Given the reactants Br[C:2]1[CH:7]=[CH:6][C:5]([C:8]2[N:9]([CH2:17][C@@H:18]3[CH2:22][CH2:21][N:20]([C:23]([CH:25]4[CH2:27][CH2:26]4)=[O:24])[CH2:19]3)[C:10]3[CH:15]=[CH:14][N:13]=[CH:12][C:11]=3[N:16]=2)=[CH:4][CH:3]=1.CC1(C)C(C)(C)OB([C:36]2[CH:37]=[C:38]3[CH:44]=[CH:43][NH:42][C:39]3=[N:40][CH:41]=2)O1.C(=O)([O-])[O-].[K+].[K+], predict the reaction product. The product is: [CH:25]1([C:23]([N:20]2[CH2:21][CH2:22][C@@H:18]([CH2:17][N:9]3[C:10]4[CH:15]=[CH:14][N:13]=[CH:12][C:11]=4[N:16]=[C:8]3[C:5]3[CH:6]=[CH:7][C:2]([C:36]4[CH:37]=[C:38]5[CH:44]=[CH:43][NH:42][C:39]5=[N:40][CH:41]=4)=[CH:3][CH:4]=3)[CH2:19]2)=[O:24])[CH2:27][CH2:26]1. (3) Given the reactants [CH:1]([C:4]1[CH:5]=[CH:6][C:7]([S:10]([N:13]([CH2:22][C:23]([OH:25])=O)[C:14]2[CH:15]=[N:16][C:17]([O:20][CH3:21])=[CH:18][CH:19]=2)(=[O:12])=[O:11])=[N:8][CH:9]=1)([CH3:3])[CH3:2].[CH2:26]([NH:28][CH2:29][C:30]1[CH:35]=[CH:34][CH:33]=[CH:32][N:31]=1)[CH3:27], predict the reaction product. The product is: [CH2:26]([N:28]([CH2:29][C:30]1[CH:35]=[CH:34][CH:33]=[CH:32][N:31]=1)[C:23](=[O:25])[CH2:22][N:13]([S:10]([C:7]1[CH:6]=[CH:5][C:4]([CH:1]([CH3:2])[CH3:3])=[CH:9][N:8]=1)(=[O:11])=[O:12])[C:14]1[CH:15]=[N:16][C:17]([O:20][CH3:21])=[CH:18][CH:19]=1)[CH3:27].